From a dataset of Full USPTO retrosynthesis dataset with 1.9M reactions from patents (1976-2016). Predict the reactants needed to synthesize the given product. The reactants are: [N+](C1C=CC(C([O:10][C@H:11]2[C@H:15]([NH:16][C:17]([O:19][C:20]([CH3:23])([CH3:22])[CH3:21])=[O:18])[CH2:14][N:13]([CH2:24][C:25]3[CH:30]=[CH:29][CH:28]=[CH:27][CH:26]=3)[CH2:12]2)=O)=CC=1)([O-])=O.O[Li].O. Given the product [CH2:24]([N:13]1[CH2:12][C@@H:11]([OH:10])[C@H:15]([NH:16][C:17](=[O:18])[O:19][C:20]([CH3:22])([CH3:21])[CH3:23])[CH2:14]1)[C:25]1[CH:26]=[CH:27][CH:28]=[CH:29][CH:30]=1, predict the reactants needed to synthesize it.